Dataset: Forward reaction prediction with 1.9M reactions from USPTO patents (1976-2016). Task: Predict the product of the given reaction. (1) Given the reactants [C:1]([O:5][C:6](=[O:33])[NH:7][CH:8]1[CH2:13][CH2:12][CH:11]([NH:14][C:15]2[N:20]=[C:19]3[NH:21][N:22]=[C:23]([C:24]4[CH:29]=[CH:28][N:27]=[C:26](S(C)=O)[N:25]=4)[C:18]3=[CH:17][N:16]=2)[CH2:10][CH2:9]1)([CH3:4])([CH3:3])[CH3:2].[F:34][C:35]1[CH:36]=[C:37]([CH:40]=[CH:41][CH:42]=1)[CH2:38][NH2:39], predict the reaction product. The product is: [C:1]([O:5][C:6](=[O:33])[NH:7][CH:8]1[CH2:13][CH2:12][CH:11]([NH:14][C:15]2[N:20]=[C:19]3[NH:21][N:22]=[C:23]([C:24]4[CH:29]=[CH:28][N:27]=[C:26]([NH:39][CH2:38][C:37]5[CH:40]=[CH:41][CH:42]=[C:35]([F:34])[CH:36]=5)[N:25]=4)[C:18]3=[CH:17][N:16]=2)[CH2:10][CH2:9]1)([CH3:4])([CH3:3])[CH3:2]. (2) Given the reactants [CH3:1]/[C:2](/[CH2:11][CH2:12][CH:13]=[C:14]([CH3:16])[CH3:15])=[CH:3]\[CH2:4][CH2:5][C:6]([CH:8]1[CH2:10][CH2:9]1)=[CH2:7].[Cl:17][CH2:18][C:19]([OH:21])=[O:20], predict the reaction product. The product is: [Cl:17][CH2:18][C:19]([O:21][CH2:9][CH2:10][CH:8]=[C:6]([CH3:7])[CH2:5][CH2:4]/[CH:3]=[C:2](\[CH3:1])/[CH2:11][CH2:12][CH:13]=[C:14]([CH3:15])[CH3:16])=[O:20]. (3) Given the reactants Cl[C:2]1[CH:7]=[C:6]([F:8])[C:5]([F:9])=[C:4]([N+:10]([O-])=O)[C:3]=1Cl.C(N(CC)CC)C.[H][H], predict the reaction product. The product is: [F:9][C:5]1[C:6]([F:8])=[CH:7][CH:2]=[CH:3][C:4]=1[NH2:10].